The task is: Predict the product of the given reaction.. This data is from Forward reaction prediction with 1.9M reactions from USPTO patents (1976-2016). (1) Given the reactants [ClH:1].[OH:2][NH:3][C:4]([C:6]1([S:15]([C:18]2[CH:23]=[CH:22][C:21]([O:24][C:25]3[CH:30]=[CH:29][CH:28]=[CH:27][CH:26]=3)=[CH:20][CH:19]=2)(=[O:17])=[O:16])[CH2:11][CH2:10][N:9]([CH2:12][C:13]#[CH:14])[CH2:8][CH2:7]1)=[O:5].C(O)(=O)C.C(OC1(O[Si](C)(C)C)CC1)C.C([BH3-])#N.[Na+], predict the reaction product. The product is: [ClH:1].[CH:12]1([N:9]2[CH2:8][CH2:7][C:6]([S:15]([C:18]3[CH:19]=[CH:20][C:21]([O:24][C:25]4[CH:30]=[CH:29][CH:28]=[CH:27][CH:26]=4)=[CH:22][CH:23]=3)(=[O:17])=[O:16])([C:4]([NH:3][OH:2])=[O:5])[CH2:11][CH2:10]2)[CH2:14][CH2:13]1. (2) Given the reactants [NH:1]([C:17]([O:19][CH2:20][C:21]1[CH:26]=[CH:25][CH:24]=[CH:23][CH:22]=1)=[O:18])[C@H:2]([C:7]([O:9][CH2:10][C:11]1[CH:16]=[CH:15][CH:14]=[CH:13][CH:12]=1)=[O:8])[CH2:3][C:4](=O)[OH:5].C(Cl)(=O)C(Cl)=O.C([SnH](CCCC)CCCC)CCC, predict the reaction product. The product is: [CH2:10]([O:9][C:7](=[O:8])[CH:2]([NH:1][C:17]([O:19][CH2:20][C:21]1[CH:22]=[CH:23][CH:24]=[CH:25][CH:26]=1)=[O:18])[CH2:3][CH:4]=[O:5])[C:11]1[CH:16]=[CH:15][CH:14]=[CH:13][CH:12]=1. (3) The product is: [CH3:7][O:8][C:9]1[CH:16]=[CH:15][CH:14]=[CH:13][C:10]=1[CH2:11][NH:12][C:5]1[O:6][CH2:2][CH2:3][N:4]=1. Given the reactants Cl[CH2:2][CH2:3][N:4]=[C:5]=[O:6].[CH3:7][O:8][C:9]1[CH:16]=[CH:15][CH:14]=[CH:13][C:10]=1[CH2:11][NH2:12], predict the reaction product. (4) Given the reactants C(O)(=O)C.CNC1C=CN2C=C(C3C=CC(CO)=CC=3)N=C2C=1.[CH3:24][NH:25][C:26]1[CH:31]=[CH:30][N:29]=[C:28]([NH2:32])[CH:27]=1.Br[CH2:34][C:35]([C:37]1[S:38][C:39]([Cl:42])=[CH:40][CH:41]=1)=O, predict the reaction product. The product is: [Cl:42][C:39]1[S:38][C:37]([C:35]2[N:32]=[C:28]3[CH:27]=[C:26]([NH:25][CH3:24])[CH:31]=[CH:30][N:29]3[CH:34]=2)=[CH:41][CH:40]=1. (5) Given the reactants [CH2:1]([O:3][C:4](=[O:20])[CH:5]([C:13]1[CH:18]=[CH:17][C:16](Br)=[CH:15][CH:14]=1)[CH2:6][C:7]1[CH:12]=[CH:11][CH:10]=[CH:9][CH:8]=1)[CH3:2].[B:21]1([B:21]2[O:25][C:24]([CH3:27])([CH3:26])[C:23]([CH3:29])([CH3:28])[O:22]2)[O:25][C:24]([CH3:27])([CH3:26])[C:23]([CH3:29])([CH3:28])[O:22]1, predict the reaction product. The product is: [CH2:1]([O:3][C:4](=[O:20])[CH:5]([C:13]1[CH:18]=[CH:17][C:16]([B:21]2[O:25][C:24]([CH3:27])([CH3:26])[C:23]([CH3:29])([CH3:28])[O:22]2)=[CH:15][CH:14]=1)[CH2:6][C:7]1[CH:12]=[CH:11][CH:10]=[CH:9][CH:8]=1)[CH3:2]. (6) Given the reactants [CH3:1][O:2][C:3]1[CH:4]=[C:5]([CH:8]=[C:9]([O:13][CH3:14])[C:10]=1[O:11][CH3:12])[CH2:6][NH2:7].Cl.[O-:16][C:17]#[N:18].[K+], predict the reaction product. The product is: [CH3:14][O:13][C:9]1[CH:8]=[C:5]([CH:4]=[C:3]([O:2][CH3:1])[C:10]=1[O:11][CH3:12])[CH2:6][NH:7][C:17]([NH2:18])=[O:16]. (7) Given the reactants [CH3:1][O:2][C:3]([C:5]1[CH:27]=[C:8]2[NH:9][C:10]([C:20]3[CH:25]=[CH:24][C:23](Br)=[CH:22][CH:21]=3)=[C:11]([CH:14]3[CH2:19][CH2:18][CH2:17][CH2:16][CH2:15]3)[C:12](=[O:13])[N:7]2[N:6]=1)=[O:4].B1([CH2:37][C:38]2[CH:43]=[CH:42][CH:41]=[CH:40][CH:39]=2)C2CCCC1CCC2.P([O-])([O-])([O-])=O.[K+].[K+].[K+].O1CCOCC1, predict the reaction product. The product is: [CH3:1][O:2][C:3]([C:5]1[CH:27]=[C:8]2[NH:9][C:10]([C:20]3[CH:25]=[CH:24][C:23]([CH2:37][C:38]4[CH:43]=[CH:42][CH:41]=[CH:40][CH:39]=4)=[CH:22][CH:21]=3)=[C:11]([CH:14]3[CH2:19][CH2:18][CH2:17][CH2:16][CH2:15]3)[C:12](=[O:13])[N:7]2[N:6]=1)=[O:4]. (8) Given the reactants [Cl:1][C:2]1[C:3](=[O:14])O[C:5](=[O:13])[C:6]=1[C:7]1[CH:12]=[CH:11][CH:10]=[CH:9][CH:8]=1.[CH3:15][S:16][CH2:17][CH2:18][NH2:19], predict the reaction product. The product is: [Cl:1][C:2]1[C:3](=[O:14])[N:19]([CH2:18][CH2:17][S:16][CH3:15])[C:5](=[O:13])[C:6]=1[C:7]1[CH:8]=[CH:9][CH:10]=[CH:11][CH:12]=1. (9) Given the reactants C(N([CH:7]([CH3:9])[CH3:8])C(C)C)C.CN(C(O[N:18]1N=N[C:20]2[CH:21]=[CH:22][CH:23]=[N:24][C:19]1=2)=[N+](C)C)C.F[P-](F)(F)(F)(F)F.[CH3:34][O:35][C:36](=[O:58])[CH2:37][CH:38]1[C:44]2[CH:45]=[CH:46][CH:47]=[CH:48][C:43]=2[C:42](=[O:49])[N:41]([CH3:50])[C:40]2[CH:51]=[C:52]([C:55]([OH:57])=O)[CH:53]=[CH:54][C:39]1=2, predict the reaction product. The product is: [CH3:50][N:41]1[C:42](=[O:49])[C:43]2[CH:48]=[CH:47][CH:46]=[CH:45][C:44]=2[CH:38]([CH2:37][C:36]([O:35][CH3:34])=[O:58])[C:39]2[CH:54]=[CH:53][C:52]([C:55]([NH:18][CH2:19][CH2:20][CH2:21][CH2:22][C:23]3[CH:22]=[CH:21][C:20]4[CH2:8][CH2:7][CH2:9][NH:18][C:19]=4[N:24]=3)=[O:57])=[CH:51][C:40]1=2.